From a dataset of Catalyst prediction with 721,799 reactions and 888 catalyst types from USPTO. Predict which catalyst facilitates the given reaction. (1) Reactant: [OH:1][C@H:2]1[CH2:7][CH2:6][CH2:5][CH2:4][C@@H:3]1[NH:8][C:9](=[O:15])[O:10][C:11]([CH3:14])([CH3:13])[CH3:12].[N+:16]([C:19]1[CH:27]=[CH:26][C:22]([C:23](O)=[O:24])=[CH:21][CH:20]=1)([O-:18])=[O:17].C1(P(C2C=CC=CC=2)C2C=CC=CC=2)C=CC=CC=1.CCOC(/N=N/C(OCC)=O)=O. Product: [N+:16]([C:19]1[CH:20]=[CH:21][C:22]([C:23]([O:1][C@@H:2]2[CH2:7][CH2:6][CH2:5][CH2:4][C@@H:3]2[NH:8][C:9]([O:10][C:11]([CH3:12])([CH3:14])[CH3:13])=[O:15])=[O:24])=[CH:26][CH:27]=1)([O-:18])=[O:17]. The catalyst class is: 56. (2) Reactant: [CH2:1]([C:5]1[CH:10]=[CH:9][C:8]([CH:11]([CH3:15])[C:12](Cl)=[O:13])=[CH:7][CH:6]=1)[CH:2]([CH3:4])[CH3:3].CN(C)[C:18]1[CH:23]=[CH:22][C:21]([N:24]([CH3:29])[CH2:25][CH2:26][CH2:27][OH:28])=[CH:20][CH:19]=1.N1C=CC=CC=1. Product: [CH2:1]([C:5]1[CH:10]=[CH:9][C:8]([CH:11]([CH3:15])[C:12]([O:28][CH2:27][CH2:26][CH2:25][N:24]([CH3:29])[C:21]2[CH:22]=[CH:23][CH:18]=[CH:19][CH:20]=2)=[O:13])=[CH:7][CH:6]=1)[CH:2]([CH3:4])[CH3:3]. The catalyst class is: 4. (3) Reactant: [CH2:1]([C:3]1[CH:4]=[N:5][C:6]([N:9]2[CH2:14][CH2:13][CH:12]([C@H:15]3[CH2:17][C@H:16]3[CH2:18][O:19][CH2:20][C:21]3[CH:27]=[CH:26][C:24]([NH2:25])=[CH:23][CH:22]=3)[CH2:11][CH2:10]2)=[N:7][CH:8]=1)[CH3:2].[N-:28]=[N+:29]=[N-:30].[Na+].[CH:32](OC)(OC)OC.C(O)(=O)C.C([O-])(O)=O.[Na+]. Product: [CH2:1]([C:3]1[CH:4]=[N:5][C:6]([N:9]2[CH2:14][CH2:13][CH:12]([C@H:15]3[CH2:17][C@H:16]3[CH2:18][O:19][CH2:20][C:21]3[CH:22]=[CH:23][C:24]([N:25]4[CH:32]=[N:30][N:29]=[N:28]4)=[CH:26][CH:27]=3)[CH2:11][CH2:10]2)=[N:7][CH:8]=1)[CH3:2]. The catalyst class is: 6. (4) Reactant: Cl.[NH2:2][C:3]1[CH:11]=[CH:10][C:6]([C:7]([NH2:9])=[NH:8])=[CH:5][CH:4]=1.[OH:12][C:13]1[CH:18]=[C:17]([C:19]2[CH:24]=[CH:23][C:22]([CH:25]([CH3:27])[CH3:26])=[CH:21][CH:20]=2)[C:16]([CH:28]=O)=[CH:15][C:14]=1[O:30][CH3:31].[CH2:32]1[C:40]2[C:35](=[CH:36][CH:37]=[CH:38][CH:39]=2)[CH:34]=[CH:33]1.[O-]S(C(F)(F)F)(=O)=O.[In+3].[O-]S(C(F)(F)F)(=O)=O.[O-]S(C(F)(F)F)(=O)=O. Product: [OH:12][C:13]1[C:14]([O:30][CH3:31])=[CH:15][C:16]([CH:28]2[CH:33]3[CH2:34][C:35]4[C:40]([CH:32]3[C:11]3[C:3](=[CH:4][CH:5]=[C:6]([C:7]([NH2:9])=[NH:8])[CH:10]=3)[NH:2]2)=[CH:39][CH:38]=[CH:37][CH:36]=4)=[C:17]([C:19]2[CH:20]=[CH:21][C:22]([CH:25]([CH3:27])[CH3:26])=[CH:23][CH:24]=2)[CH:18]=1. The catalyst class is: 10. (5) Reactant: Cl[C:2]1[C:3]2[C:4](=[CH:20][N:21](CC3C=CC(OC)=CC=3)[N:22]=2)[N:5]=[C:6]([C:8]2[CH:13]=[CH:12][CH:11]=[C:10]([C:14]3[CH:15]=[N:16][CH:17]=[CH:18][CH:19]=3)[CH:9]=2)[N:7]=1.[O:32]1[CH2:37][CH2:36][NH:35][C:34]2[CH:38]=[C:39]([NH2:42])[CH:40]=[CH:41][C:33]1=2.Cl. Product: [N:16]1[CH:17]=[CH:18][CH:19]=[C:14]([C:10]2[CH:9]=[C:8]([C:6]3[N:7]=[C:2]([NH:42][C:39]4[CH:40]=[CH:41][C:33]5[O:32][CH2:37][CH2:36][NH:35][C:34]=5[CH:38]=4)[C:3]4[NH:22][N:21]=[CH:20][C:4]=4[N:5]=3)[CH:13]=[CH:12][CH:11]=2)[CH:15]=1. The catalyst class is: 71. (6) Reactant: [H-].[Na+].C(OP([CH2:11][C:12]([O:14][CH2:15][CH3:16])=[O:13])(OCC)=O)C.[F:17][C:18]1[CH:23]=[CH:22][C:21]([C:24]2[C:33]([C:34]3[CH:39]=[CH:38][C:37](=[O:40])[N:36]([C:41]4[CH:46]=[CH:45][CH:44]=[CH:43][C:42]=4[CH3:47])[N:35]=3)=[C:27]3[NH:28][CH2:29][C:30](=O)[CH2:31][N:26]3[N:25]=2)=[CH:20][CH:19]=1.[NH4+].[Cl-]. Product: [F:17][C:18]1[CH:19]=[CH:20][C:21]([C:24]2[C:33]([C:34]3[CH:39]=[CH:38][C:37](=[O:40])[N:36]([C:41]4[CH:46]=[CH:45][CH:44]=[CH:43][C:42]=4[CH3:47])[N:35]=3)=[C:27]3[NH:28][CH2:29][C:30]([CH2:11][C:12]([O:14][CH2:15][CH3:16])=[O:13])=[CH:31][N:26]3[N:25]=2)=[CH:22][CH:23]=1. The catalyst class is: 1.